From a dataset of Catalyst prediction with 721,799 reactions and 888 catalyst types from USPTO. Predict which catalyst facilitates the given reaction. (1) Reactant: [CH2:1]([O:5][C:6]1[C:15]2[C:10](=[CH:11][CH:12]=[C:13]([C:16]([O:18]C)=[O:17])[CH:14]=2)[C:9](=[O:20])[N:8]([CH2:21][CH:22]2[CH2:24][CH2:23]2)[C:7]=1[CH2:25][NH:26][C:27]([O:29][C:30]([CH3:33])([CH3:32])[CH3:31])=[O:28])[CH2:2][CH2:3][CH3:4].[OH-].[Na+].O.Cl. Product: [CH2:1]([O:5][C:6]1[C:15]2[C:10](=[CH:11][CH:12]=[C:13]([C:16]([OH:18])=[O:17])[CH:14]=2)[C:9](=[O:20])[N:8]([CH2:21][CH:22]2[CH2:24][CH2:23]2)[C:7]=1[CH2:25][NH:26][C:27]([O:29][C:30]([CH3:31])([CH3:33])[CH3:32])=[O:28])[CH2:2][CH2:3][CH3:4]. The catalyst class is: 83. (2) Reactant: Br[C:2]1[CH:3]=[C:4]([CH2:8][CH2:9][OH:10])[CH:5]=[CH:6][CH:7]=1.C[NH:12][CH2:13][CH2:14]NC.[C:17](=[O:20])([O-])[O-:18].[K+].[K+].[Cl-].[NH4+]. Product: [OH:10][CH2:9][CH2:8][C:4]1[CH:3]=[C:2]([N:12]2[CH2:13][CH2:14][O:18][C:17]2=[O:20])[CH:7]=[CH:6][CH:5]=1. The catalyst class is: 185. (3) Reactant: [CH:1]([C:4]1[CH:5]=[C:6]([CH:25]=[CH:26][C:27]=1[O:28]C)[O:7][C:8]1[C:22]([CH3:23])=[CH:21][C:11]2[C:12]([CH2:15][C:16]([O:18][CH2:19][CH3:20])=[O:17])=[CH:13][O:14][C:10]=2[C:9]=1[CH3:24])([CH3:3])[CH3:2].[Cl-].[Cl-].[Cl-].[Al+3].C(S)C. Product: [OH:28][C:27]1[CH:26]=[CH:25][C:6]([O:7][C:8]2[C:22]([CH3:23])=[CH:21][C:11]3[C:12]([CH2:15][C:16]([O:18][CH2:19][CH3:20])=[O:17])=[CH:13][O:14][C:10]=3[C:9]=2[CH3:24])=[CH:5][C:4]=1[CH:1]([CH3:2])[CH3:3]. The catalyst class is: 4. (4) Reactant: CS(I)(C)(C)=O.[CH3:7][C:8]([O-:11])([CH3:10])[CH3:9].[K+].[Br:13][C:14]1[CH:33]=[CH:32][C:17]2[O:18]CC(=O)C3[S:25][C:24]([C:26]([O:28][CH2:29][CH3:30])=[O:27])=[N:23][C:22]=3[C:16]=2[CH:15]=1. Product: [Br:13][C:14]1[CH:33]=[CH:32][C:17]2[O:18][CH2:7][C:8]3([C:10]4[S:25][C:24]([C:26]([O:28][CH2:29][CH3:30])=[O:27])=[N:23][C:22]=4[C:16]=2[CH:15]=1)[CH2:9][O:11]3. The catalyst class is: 4. (5) Reactant: C[Si]([N-][Si](C)(C)C)(C)C.[Li+].[O:11]1[CH2:16][CH2:15][C:14](=[O:17])[CH2:13][CH2:12]1.[C:18](OCC)(=[O:24])[C:19]([O:21][CH2:22][CH3:23])=[O:20]. Product: [OH:24]/[C:18](=[C:13]1/[CH2:12][O:11][CH2:16][CH2:15][C:14]/1=[O:17])/[C:19]([O:21][CH2:22][CH3:23])=[O:20]. The catalyst class is: 27. (6) Reactant: [CH3:1][CH2:2][N:3]([CH2:6][CH2:7][O:8][C:9]1[CH:10]=[CH:11][C:12](/[C:15](/[C:24]2[CH:25]=[CH:26][CH:27]=[CH:28][CH:29]=2)=[C:16](/[Cl:23])\[C:17]2[CH:18]=[CH:19][CH:20]=[CH:21][CH:22]=2)=[CH:13][CH:14]=1)[CH2:4][CH3:5].C(C(O)(C(O)=O)CC(O)=O)C(O)=O.ClC1C=CC=CC=1.[OH-].[Na+]. Product: [CH3:1][CH2:2][N:3]([CH2:6][CH2:7][O:8][C:9]1[CH:10]=[CH:11][C:12](/[C:15](/[C:24]2[CH:25]=[CH:26][CH:27]=[CH:28][CH:29]=2)=[C:16](/[Cl:23])\[C:17]2[CH:18]=[CH:19][CH:20]=[CH:21][CH:22]=2)=[CH:13][CH:14]=1)[CH2:4][CH3:5]. The catalyst class is: 6. (7) Reactant: [CH3:1][N:2]([CH2:4][C:5]1[CH:17]=[CH:16][C:8]([C:9]([NH:11][CH2:12][CH2:13][NH:14][CH3:15])=[O:10])=[CH:7][C:6]=1[O:18][C:19]1[CH:20]=[N:21][CH:22]=[CH:23][CH:24]=1)[CH3:3].[CH2:25](OC1(O[Si](C)(C)C)CC1)[CH3:26].[CH3:36]C(O)=O.[BH3-]C#N.[Na+]. Product: [CH:15]1([N:14]([CH3:36])[CH2:13][CH2:12][NH:11][C:9](=[O:10])[C:8]2[CH:16]=[CH:17][C:5]([CH2:4][N:2]([CH3:3])[CH3:1])=[C:6]([O:18][C:19]3[CH:20]=[N:21][CH:22]=[CH:23][CH:24]=3)[CH:7]=2)[CH2:26][CH2:25]1. The catalyst class is: 92. (8) Product: [CH3:23][O:24][C:25]([C:27]1[N:28]=[CH:29][C:30]([N:19]2[CH2:20][CH2:21][N:16]([C:11]3[N:10]=[N:9][C:8]([CH2:1][C:2]4[CH:3]=[CH:4][CH:5]=[CH:6][CH:7]=4)=[C:13]([CH3:14])[C:12]=3[CH3:15])[CH2:17][C@H:18]2[CH3:22])=[N:31][CH:32]=1)=[O:26]. The catalyst class is: 12. Reactant: [CH2:1]([C:8]1[N:9]=[N:10][C:11]([N:16]2[CH2:21][CH2:20][NH:19][C@H:18]([CH3:22])[CH2:17]2)=[C:12]([CH3:15])[C:13]=1[CH3:14])[C:2]1[CH:7]=[CH:6][CH:5]=[CH:4][CH:3]=1.[CH3:23][O:24][C:25]([C:27]1[CH:32]=[N:31][C:30](Cl)=[CH:29][N:28]=1)=[O:26].CCN(CC)CC. (9) Reactant: C(OC(=O)[NH:7][C@:8]([CH2:26][OH:27])([CH3:25])[CH2:9][CH2:10][C:11]1[CH:16]=[C:15]([F:17])[C:14]([O:18][CH2:19][CH2:20][CH2:21][CH2:22][CH3:23])=[C:13]([Cl:24])[CH:12]=1)(C)(C)C. Product: [ClH:24].[NH2:7][C@:8]([CH3:25])([CH2:9][CH2:10][C:11]1[CH:16]=[C:15]([F:17])[C:14]([O:18][CH2:19][CH2:20][CH2:21][CH2:22][CH3:23])=[C:13]([Cl:24])[CH:12]=1)[CH2:26][OH:27]. The catalyst class is: 12. (10) Reactant: [N+:1]([C:4]1[CH:15]=[C:7]2[CH2:8][N:9]([C:12](=[O:14])[CH3:13])[CH2:10][CH2:11][N:6]2[N:5]=1)([O-:3])=[O:2].[CH3:16]CN(CC)CC.C(Cl)(=O)CC. Product: [N+:1]([C:4]1[CH:15]=[C:7]2[CH2:8][N:9]([C:12](=[O:14])[CH2:13][CH3:16])[CH2:10][CH2:11][N:6]2[N:5]=1)([O-:3])=[O:2]. The catalyst class is: 4.